This data is from Full USPTO retrosynthesis dataset with 1.9M reactions from patents (1976-2016). The task is: Predict the reactants needed to synthesize the given product. (1) The reactants are: C(NC1N=C2C(N=C(OC)N2CCCC2CCOC2)=C(N)N=1)CCC.FC(F)(F)C(O)=O.[CH2:33]([O:37][C:38]1[NH:39][C:40]([NH2:49])=[C:41]2[C:45]([N:46]=1)=[N:44][C:43]([O:47][CH3:48])=[N:42]2)[CH2:34][CH2:35][CH3:36].Br[CH2:51][CH2:52][CH2:53][CH2:54][CH:55]1[CH2:60][CH2:59][CH2:58][CH2:57][O:56]1. Given the product [CH2:33]([O:37][C:38]1[N:46]=[C:45]2[C:41]([N:42]=[C:43]([O:47][CH3:48])[N:44]2[CH2:51][CH2:52][CH2:53][CH2:54][CH:55]2[CH2:60][CH2:59][CH2:58][CH2:57][O:56]2)=[C:40]([NH2:49])[N:39]=1)[CH2:34][CH2:35][CH3:36], predict the reactants needed to synthesize it. (2) Given the product [Br:1][C:2]1[CH:3]=[CH:4][C:5]([S:8]([CH2:9][CH:10]2[CH2:15][CH2:14][O:13][CH2:12][CH2:11]2)(=[O:16])=[O:22])=[CH:6][CH:7]=1, predict the reactants needed to synthesize it. The reactants are: [Br:1][C:2]1[CH:7]=[CH:6][C:5]([S:8][CH2:9][CH:10]2[CH2:15][CH2:14][O:13][CH2:12][CH2:11]2)=[CH:4][CH:3]=1.[OH:16]OS([O-])=O.[K+].[OH2:22]. (3) Given the product [N+:32]([C:35]1[CH:36]=[C:37]([C:41]([C:2]2[CH:10]=[C:9]3[C:5]([C:6]([CH:19]=[CH:20][C:21]4[CH:22]=[CH:23][CH:24]=[CH:25][CH:26]=4)=[N:7][N:8]3[CH2:11][O:12][CH2:13][CH2:14][Si:15]([CH3:18])([CH3:17])[CH3:16])=[CH:4][CH:3]=2)=[CH2:42])[CH:38]=[CH:39][CH:40]=1)([O-:34])=[O:33], predict the reactants needed to synthesize it. The reactants are: I[C:2]1[CH:10]=[C:9]2[C:5]([C:6]([CH:19]=[CH:20][C:21]3[CH:26]=[CH:25][CH:24]=[CH:23][CH:22]=3)=[N:7][N:8]2[CH2:11][O:12][CH2:13][CH2:14][Si:15]([CH3:18])([CH3:17])[CH3:16])=[CH:4][CH:3]=1.C([Li])CCC.[N+:32]([C:35]1[CH:36]=[C:37]([C:41](OS(C(F)(F)F)(=O)=O)=[CH2:42])[CH:38]=[CH:39][CH:40]=1)([O-:34])=[O:33].